From a dataset of NCI-60 drug combinations with 297,098 pairs across 59 cell lines. Regression. Given two drug SMILES strings and cell line genomic features, predict the synergy score measuring deviation from expected non-interaction effect. (1) Drug 2: C#CCC(CC1=CN=C2C(=N1)C(=NC(=N2)N)N)C3=CC=C(C=C3)C(=O)NC(CCC(=O)O)C(=O)O. Cell line: ACHN. Drug 1: CC1=CC=C(C=C1)C2=CC(=NN2C3=CC=C(C=C3)S(=O)(=O)N)C(F)(F)F. Synergy scores: CSS=57.6, Synergy_ZIP=2.77, Synergy_Bliss=3.86, Synergy_Loewe=-5.05, Synergy_HSA=4.35. (2) Drug 1: CC1OCC2C(O1)C(C(C(O2)OC3C4COC(=O)C4C(C5=CC6=C(C=C35)OCO6)C7=CC(=C(C(=C7)OC)O)OC)O)O. Drug 2: CC1=C(N=C(N=C1N)C(CC(=O)N)NCC(C(=O)N)N)C(=O)NC(C(C2=CN=CN2)OC3C(C(C(C(O3)CO)O)O)OC4C(C(C(C(O4)CO)O)OC(=O)N)O)C(=O)NC(C)C(C(C)C(=O)NC(C(C)O)C(=O)NCCC5=NC(=CS5)C6=NC(=CS6)C(=O)NCCC[S+](C)C)O. Cell line: A549. Synergy scores: CSS=44.9, Synergy_ZIP=-1.87, Synergy_Bliss=-0.831, Synergy_Loewe=3.09, Synergy_HSA=4.06. (3) Drug 1: CCCS(=O)(=O)NC1=C(C(=C(C=C1)F)C(=O)C2=CNC3=C2C=C(C=N3)C4=CC=C(C=C4)Cl)F. Drug 2: C1CN(P(=O)(OC1)NCCCl)CCCl. Cell line: SK-MEL-5. Synergy scores: CSS=32.5, Synergy_ZIP=4.63, Synergy_Bliss=2.46, Synergy_Loewe=-25.0, Synergy_HSA=1.10. (4) Drug 1: CC(C1=C(C=CC(=C1Cl)F)Cl)OC2=C(N=CC(=C2)C3=CN(N=C3)C4CCNCC4)N. Drug 2: C1=CC(=CC=C1CCCC(=O)O)N(CCCl)CCCl. Cell line: RXF 393. Synergy scores: CSS=16.9, Synergy_ZIP=-5.20, Synergy_Bliss=6.67, Synergy_Loewe=7.10, Synergy_HSA=7.48. (5) Drug 1: CC(CN1CC(=O)NC(=O)C1)N2CC(=O)NC(=O)C2. Drug 2: C1=CN(C(=O)N=C1N)C2C(C(C(O2)CO)O)O.Cl. Cell line: SNB-75. Synergy scores: CSS=9.20, Synergy_ZIP=-0.240, Synergy_Bliss=3.75, Synergy_Loewe=1.53, Synergy_HSA=4.75.